This data is from Peptide-MHC class II binding affinity with 134,281 pairs from IEDB. The task is: Regression. Given a peptide amino acid sequence and an MHC pseudo amino acid sequence, predict their binding affinity value. This is MHC class II binding data. (1) The peptide sequence is DPFLLNTHTDVKDWL. The MHC is DRB1_0101 with pseudo-sequence DRB1_0101. The binding affinity (normalized) is 0.856. (2) The peptide sequence is KEYTFPITLSSTSNP. The MHC is DRB1_0802 with pseudo-sequence DRB1_0802. The binding affinity (normalized) is 0.642. (3) The peptide sequence is KKVGQVTLLDLLKLTVA. The MHC is HLA-DQA10201-DQB10301 with pseudo-sequence HLA-DQA10201-DQB10301. The binding affinity (normalized) is 0.375. (4) The peptide sequence is NAATAGTTVYGAFAA. The MHC is HLA-DQA10501-DQB10301 with pseudo-sequence HLA-DQA10501-DQB10301. The binding affinity (normalized) is 0.607.